This data is from Full USPTO retrosynthesis dataset with 1.9M reactions from patents (1976-2016). The task is: Predict the reactants needed to synthesize the given product. (1) The reactants are: Br[C:2]1[C:3]2[N:10]([CH2:11][CH3:12])[C:9]([C:13]3[C:14]([NH2:18])=[N:15][O:16][N:17]=3)=[N:8][C:4]=2[CH:5]=[N:6][CH:7]=1.[CH3:19][O:20][C:21]1[CH:28]=[CH:27][C:24]([CH:25]=[CH2:26])=[CH:23][CH:22]=1.C(N(CC)CC)C. Given the product [CH2:11]([N:10]1[C:3]2[C:2](/[CH:26]=[CH:25]/[C:24]3[CH:27]=[CH:28][C:21]([O:20][CH3:19])=[CH:22][CH:23]=3)=[CH:7][N:6]=[CH:5][C:4]=2[N:8]=[C:9]1[C:13]1[C:14]([NH2:18])=[N:15][O:16][N:17]=1)[CH3:12], predict the reactants needed to synthesize it. (2) Given the product [CH2:24]([O:26][C:27]([CH:28]1[C:20](=[O:23])[CH2:19][CH2:18][N:17]([C:15]([O:14][C:10]([CH3:11])([CH3:13])[CH3:12])=[O:16])[CH2:22][CH2:21]1)=[O:31])[CH3:25], predict the reactants needed to synthesize it. The reactants are: B(F)(F)F.CCOCC.[C:10]([O:14][C:15]([N:17]1[CH2:22][CH2:21][C:20](=[O:23])[CH2:19][CH2:18]1)=[O:16])([CH3:13])([CH3:12])[CH3:11].[CH2:24]([O:26][C:27](=[O:31])[CH:28]=[N+]=[N-])[CH3:25]. (3) Given the product [NH2:12][CH2:11][C@@H:10]([NH:9][C:7]([C:5]1[S:6][C:2]([Cl:1])=[C:3]([C:34]2[N:38]([CH3:39])[N:37]=[N:36][CH:35]=2)[CH:4]=1)=[O:8])[CH2:23][C:24]1[CH:29]=[CH:28][CH:27]=[CH:26][C:25]=1[C:30]([F:33])([F:32])[F:31], predict the reactants needed to synthesize it. The reactants are: [Cl:1][C:2]1[S:6][C:5]([C:7]([NH:9][C@@H:10]([CH2:23][C:24]2[CH:29]=[CH:28][CH:27]=[CH:26][C:25]=2[C:30]([F:33])([F:32])[F:31])[CH2:11][N:12]2C(=O)C3C(=CC=CC=3)C2=O)=[O:8])=[CH:4][C:3]=1[C:34]1[N:38]([CH3:39])[N:37]=[N:36][CH:35]=1.NN. (4) Given the product [Br:13][C:10]1[CH:11]=[CH:12][C:7]([C@H:29]([NH:28][C@@H:23]([CH2:24][CH:25]([CH3:27])[CH3:26])[CH2:22][OH:21])[CH:30]([F:32])[F:31])=[CH:8][CH:9]=1, predict the reactants needed to synthesize it. The reactants are: [Li]CCCC.Br[C:7]1[CH:12]=[CH:11][C:10]([Br:13])=[CH:9][CH:8]=1.[Si]([O:21][CH2:22][C@@H:23](/[N:28]=[CH:29]/[CH:30]([F:32])[F:31])[CH2:24][CH:25]([CH3:27])[CH3:26])(C(C)(C)C)(C)C.[Cl-].[NH4+]. (5) Given the product [CH:1]([O:4][C:5]([N:7]1[CH2:12][CH2:11][CH:10]([O:13][C:14]2[C:19]([CH3:20])=[C:18]([NH:33][C:32]3[CH:34]=[CH:35][C:29]([I:28])=[CH:30][C:31]=3[F:36])[N:17]=[CH:16][N:15]=2)[CH2:9][CH2:8]1)=[O:6])([CH3:3])[CH3:2], predict the reactants needed to synthesize it. The reactants are: [CH:1]([O:4][C:5]([N:7]1[CH2:12][CH2:11][CH:10]([O:13][C:14]2[C:19]([CH3:20])=[C:18](Cl)[N:17]=[CH:16][N:15]=2)[CH2:9][CH2:8]1)=[O:6])([CH3:3])[CH3:2].CC(C)([O-])C.[Na+].[I:28][C:29]1[CH:35]=[CH:34][C:32]([NH2:33])=[C:31]([F:36])[CH:30]=1.